This data is from Forward reaction prediction with 1.9M reactions from USPTO patents (1976-2016). The task is: Predict the product of the given reaction. (1) Given the reactants [CH3:1][O:2][C:3]1[CH:8]=[CH:7][C:6]([C:9]([C:34]2[CH:39]=[CH:38][C:37]([O:40][CH3:41])=[CH:36][CH:35]=2)([C:28]2[CH:33]=[CH:32][CH:31]=[CH:30][CH:29]=2)[O:10][CH2:11][C@H:12]([CH2:16][N:17]2[CH:22]=[CH:21][C:20]([NH:23][C:24](=[O:26])[CH3:25])=[N:19][C:18]2=[O:27])[C@H:13]([OH:15])[CH3:14])=[CH:5][CH:4]=1.N1[C-]=NN=N1.C([NH2+]C(C)C)(C)C.[CH:54]([N:57]([CH:71]([CH3:73])[CH3:72])[P:58](N(C(C)C)C(C)C)[O:59][CH2:60][CH2:61][C:62]#[N:63])([CH3:56])[CH3:55], predict the reaction product. The product is: [CH:71]([N:57]([CH:54]([CH3:56])[CH3:55])[P:58]([O:59][CH2:60][CH2:61][C:62]#[N:63])[O:15][C@H:13]([CH3:14])[C@@H:12]([CH2:16][N:17]1[CH:22]=[CH:21][C:20]([NH:23][C:24](=[O:26])[CH3:25])=[N:19][C:18]1=[O:27])[CH2:11][O:10][C:9]([C:6]1[CH:5]=[CH:4][C:3]([O:2][CH3:1])=[CH:8][CH:7]=1)([C:34]1[CH:39]=[CH:38][C:37]([O:40][CH3:41])=[CH:36][CH:35]=1)[C:28]1[CH:33]=[CH:32][CH:31]=[CH:30][CH:29]=1)([CH3:73])[CH3:72]. (2) Given the reactants [Cl:1][C:2]1[CH:15]=[CH:14][C:5]2[S:6][C:7]([S:10](Cl)(=[O:12])=[O:11])=[C:8]([CH3:9])[C:4]=2[CH:3]=1.[CH3:16][C:17]1[CH:22]=[CH:21][C:20]([NH2:23])=[CH:19][C:18]=1[N:24]1[CH2:29][CH2:28][N:27]([CH3:30])[CH2:26][CH2:25]1, predict the reaction product. The product is: [CH3:16][C:17]1[CH:22]=[CH:21][C:20]([NH:23][S:10]([C:7]2[S:6][C:5]3[CH:14]=[CH:15][C:2]([Cl:1])=[CH:3][C:4]=3[C:8]=2[CH3:9])(=[O:12])=[O:11])=[CH:19][C:18]=1[N:24]1[CH2:25][CH2:26][N:27]([CH3:30])[CH2:28][CH2:29]1. (3) Given the reactants CC1(C)[N:6](C(OC(C)(C)C)=O)[C@@H:5]([CH2:14][CH2:15][C:16]2[C:25]3[C:20](=[CH:21][CH:22]=[CH:23][CH:24]=3)[N:19]=[C:18]([N:26]3[CH2:32][CH2:31][CH2:30][C:29]4[CH:33]=[CH:34][CH:35]=[CH:36][C:28]=4[CH2:27]3)[CH:17]=2)[CH2:4][O:3]1.Cl.C(=O)([O-])[O-].[Na+].[Na+], predict the reaction product. The product is: [NH2:6][C@@H:5]([CH2:14][CH2:15][C:16]1[C:25]2[C:20](=[CH:21][CH:22]=[CH:23][CH:24]=2)[N:19]=[C:18]([N:26]2[CH2:32][CH2:31][CH2:30][C:29]3[CH:33]=[CH:34][CH:35]=[CH:36][C:28]=3[CH2:27]2)[CH:17]=1)[CH2:4][OH:3]. (4) Given the reactants [Si]([O:8][C@H:9]([C:33]1[CH:34]=[N:35][CH:36]=[CH:37][CH:38]=1)[C@H:10]1[CH2:14][CH2:13][C@@H:12]([CH2:15][C:16]2[CH:21]=[CH:20][C:19]([C:22]([O:24][CH3:25])=[O:23])=[CH:18][CH:17]=2)[N:11]1[C:26]([O:28][C:29]([CH3:32])([CH3:31])[CH3:30])=[O:27])(C(C)(C)C)(C)C, predict the reaction product. The product is: [OH:8][C@H:9]([C:33]1[CH:34]=[N:35][CH:36]=[CH:37][CH:38]=1)[C@H:10]1[CH2:14][CH2:13][C@@H:12]([CH2:15][C:16]2[CH:17]=[CH:18][C:19]([C:22]([O:24][CH3:25])=[O:23])=[CH:20][CH:21]=2)[N:11]1[C:26]([O:28][C:29]([CH3:32])([CH3:31])[CH3:30])=[O:27]. (5) Given the reactants [F:1][CH:2]([F:22])[C:3]1[N:8]2[CH:9]=[N:10][CH:11]=[C:7]2[N:6]=[C:5]([C:12]2[CH:17]=[CH:16][C:15]([C:18]([F:21])([F:20])[F:19])=[CH:14][CH:13]=2)[CH:4]=1.C([O-])(=O)C.[Na+].[I:28]Cl, predict the reaction product. The product is: [F:22][CH:2]([F:1])[C:3]1[N:8]2[CH:9]=[N:10][C:11]([I:28])=[C:7]2[N:6]=[C:5]([C:12]2[CH:13]=[CH:14][C:15]([C:18]([F:21])([F:20])[F:19])=[CH:16][CH:17]=2)[CH:4]=1. (6) Given the reactants [CH3:1][N:2]1[CH:6]=[CH:5][N:4]=[C:3]1[CH3:7].[CH2:8]([I:11])[CH2:9][CH3:10], predict the reaction product. The product is: [I-:11].[CH3:1][N+:2]1[CH:6]=[CH:5][N:4]([CH2:8][CH2:9][CH3:10])[C:3]=1[CH3:7].